This data is from Experimentally validated miRNA-target interactions with 360,000+ pairs, plus equal number of negative samples. The task is: Binary Classification. Given a miRNA mature sequence and a target amino acid sequence, predict their likelihood of interaction. The miRNA is hsa-miR-183-5p with sequence UAUGGCACUGGUAGAAUUCACU. The protein sequence of the target gene is MSESELGRKWDRCLADAVVKIGTGFGLGIVFSLTFFKRRMWPLAFGSGMGLGMAYSNCQHDFQAPYLLHGKYVKEQEQ. Result: 0 (no interaction).